From a dataset of Reaction yield outcomes from USPTO patents with 853,638 reactions. Predict the reaction yield, written as a fraction of the theoretical maximum amount of product (1.0 means a 100% yield; for example, 0.34 means a 34% yield). The reactants are [CH3:1][C@:2]12[CH2:18][CH2:17][C@H:16]([OH:19])[CH2:15][C:14]1=[CH:13][CH2:12][CH:11]1[CH:3]2[C@@H:4]([OH:27])[CH2:5][C@@:6]2([CH3:26])[CH:10]1[CH2:9][CH2:8][C@@H:7]2[C:20]1([CH3:25])[O:24][CH2:23][CH2:22][O:21]1.[H-].[Na+].[CH3:30]I. The yield is 0.710. The catalyst is C1COCC1. The product is [CH3:30][O:19][C@@H:16]1[CH2:15][C:14]2[C@@:2]([CH3:1])([CH:3]3[CH:11]([CH2:12][CH:13]=2)[CH:10]2[C@@:6]([CH3:26])([C@@H:7]([C:20]4([CH3:25])[O:21][CH2:22][CH2:23][O:24]4)[CH2:8][CH2:9]2)[CH2:5][C@@H:4]3[OH:27])[CH2:18][CH2:17]1.